Dataset: Catalyst prediction with 721,799 reactions and 888 catalyst types from USPTO. Task: Predict which catalyst facilitates the given reaction. (1) Reactant: [CH3:1][C:2]1[CH:7]=[CH:6][C:5]([N+:8]([O-])=O)=[CH:4][C:3]=1[O:11][CH3:12]. Product: [CH3:1][C:2]1[CH:7]=[CH:6][C:5]([NH2:8])=[CH:4][C:3]=1[O:11][CH3:12]. The catalyst class is: 5. (2) Reactant: [NH2:1][C:2]1[CH:11]=[CH:10][C:5]([C:6]([O:8][CH3:9])=[O:7])=[CH:4][CH:3]=1.[C:12]([NH:19][CH2:20][C:21](O)=[O:22])([O:14][C:15]([CH3:18])([CH3:17])[CH3:16])=[O:13].F[P-](F)(F)(F)(F)F.N1(O[P+](N(C)C)(N(C)C)N(C)C)C2C=CC=CC=2N=N1.CCN(C(C)C)C(C)C. Product: [CH3:9][O:8][C:6](=[O:7])[C:5]1[CH:4]=[CH:3][C:2]([NH:1][C:21](=[O:22])[CH2:20][NH:19][C:12]([O:14][C:15]([CH3:17])([CH3:16])[CH3:18])=[O:13])=[CH:11][CH:10]=1. The catalyst class is: 3.